This data is from Full USPTO retrosynthesis dataset with 1.9M reactions from patents (1976-2016). The task is: Predict the reactants needed to synthesize the given product. (1) Given the product [C:11]([O-:33])(=[O:12])[C:6]1[CH:7]=[CH:20][CH:19]=[CH:18][CH:5]=1.[CH3:1][N:2]1[C@@H:19]2[CH2:20][C:7]3[CH:8]=[CH:9][C:10]([O:21][CH3:22])=[C:11]4[O:12][C@H:13]5[C:14]([CH2:16][CH2:17][C@@H:18]2[C@:5]5([C:6]=34)[CH2:4][CH2:3]1)=[O:15], predict the reactants needed to synthesize it. The reactants are: [CH3:1][N:2]1[C@@H:19]2[CH2:20][C:7]3[CH:8]=[CH:9][C:10]([O:21][CH3:22])=[C:11]4[O:12][C@H:13]5[C:14]([CH2:16][CH2:17][C@@H:18]2[C@:5]5([C:6]=34)[CH2:4][CH2:3]1)=[O:15].[Li]N([Si](C)(C)C)[Si](C)(C)C.[O:33]1CCCC1. (2) Given the product [CH:12]1([NH:15][C:16]([C:18]2[CH:19]=[C:20]([F:40])[C:21]([CH3:39])=[C:22]([C:24]3[N+:29]([O-:9])=[CH:28][C:27]([C:30]([NH:32][C@H:33]([CH3:38])[C:34]([CH3:36])([CH3:35])[CH3:37])=[O:31])=[CH:26][CH:25]=3)[CH:23]=2)=[O:17])[CH2:14][CH2:13]1, predict the reactants needed to synthesize it. The reactants are: C1C=C(Cl)C=C(C(OO)=[O:9])C=1.[CH:12]1([NH:15][C:16]([C:18]2[CH:19]=[C:20]([F:40])[C:21]([CH3:39])=[C:22]([C:24]3[N:29]=[CH:28][C:27]([C:30]([NH:32][C@H:33]([CH3:38])[C:34]([CH3:37])([CH3:36])[CH3:35])=[O:31])=[CH:26][CH:25]=3)[CH:23]=2)=[O:17])[CH2:14][CH2:13]1.